This data is from Merck oncology drug combination screen with 23,052 pairs across 39 cell lines. The task is: Regression. Given two drug SMILES strings and cell line genomic features, predict the synergy score measuring deviation from expected non-interaction effect. (1) Drug 1: O=P1(N(CCCl)CCCl)NCCCO1. Drug 2: Cc1nc(Nc2ncc(C(=O)Nc3c(C)cccc3Cl)s2)cc(N2CCN(CCO)CC2)n1. Cell line: SW837. Synergy scores: synergy=9.98. (2) Drug 1: NC(=O)c1cccc2cn(-c3ccc(C4CCCNC4)cc3)nc12. Drug 2: Cn1c(=O)n(-c2ccc(C(C)(C)C#N)cc2)c2c3cc(-c4cnc5ccccc5c4)ccc3ncc21. Cell line: OCUBM. Synergy scores: synergy=11.1.